From a dataset of Full USPTO retrosynthesis dataset with 1.9M reactions from patents (1976-2016). Predict the reactants needed to synthesize the given product. (1) The reactants are: [CH3:1][C:2]1[CH:9]=[CH:8][C:5]([C:6]#[N:7])=[C:4]([N+:10]([O-])=O)[CH:3]=1. Given the product [NH2:10][C:4]1[CH:3]=[C:2]([CH3:1])[CH:9]=[CH:8][C:5]=1[C:6]#[N:7], predict the reactants needed to synthesize it. (2) Given the product [Br:1][C:2]1[CH:3]=[C:4]([CH2:8][O:9][C:27]2[C:22]([NH:21][S:18]([C:12]3[CH:13]=[CH:14][CH:15]=[C:16]([Cl:17])[C:11]=3[Cl:10])(=[O:20])=[O:19])=[N:23][CH:24]=[C:25]([Cl:29])[N:26]=2)[CH:5]=[N:6][CH:7]=1, predict the reactants needed to synthesize it. The reactants are: [Br:1][C:2]1[CH:3]=[C:4]([CH2:8][OH:9])[CH:5]=[N:6][CH:7]=1.[Cl:10][C:11]1[C:16]([Cl:17])=[CH:15][CH:14]=[CH:13][C:12]=1[S:18]([NH:21][C:22]1[C:27](Cl)=[N:26][C:25]([Cl:29])=[CH:24][N:23]=1)(=[O:20])=[O:19]. (3) Given the product [NH2:1][C:2]1[C:11]2[CH:10]=[CH:9][C:8]([F:12])=[C:7]([C:26]3[CH:27]=[C:22]([O:21][CH3:20])[CH:23]=[CH:24][C:25]=3[O:28][CH3:29])[C:6]=2[N:5]=[C:4]2[CH2:14][N:15]([CH2:18][CH3:19])[C:16](=[O:17])[C:3]=12, predict the reactants needed to synthesize it. The reactants are: [NH2:1][C:2]1[C:11]2[CH:10]=[CH:9][C:8]([F:12])=[C:7](I)[C:6]=2[N:5]=[C:4]2[CH2:14][N:15]([CH2:18][CH3:19])[C:16](=[O:17])[C:3]=12.[CH3:20][O:21][C:22]1[CH:27]=[CH:26][C:25]([O:28][CH3:29])=[CH:24][C:23]=1B(O)O. (4) Given the product [CH2:14]([O:13][C:11]([CH:9]1[CH2:10][C:8]1([C:23]([OH:25])=[O:24])[C:16]([OH:18])=[O:17])=[O:12])[CH3:15], predict the reactants needed to synthesize it. The reactants are: C(O)(C(F)(F)F)=O.[C:8]1([C:23]([O:25]C(C)(C)C)=[O:24])([C:16]([O:18]C(C)(C)C)=[O:17])[CH2:10][CH:9]1[C:11]([O:13][CH2:14][CH3:15])=[O:12]. (5) Given the product [CH2:1]([O:8][C:9]([C@@H:11]1[CH2:16][CH2:15][C@@H:14]2[C@@H:13]([O:24]2)[CH2:12]1)=[O:10])[C:2]1[CH:7]=[CH:6][CH:5]=[CH:4][CH:3]=1, predict the reactants needed to synthesize it. The reactants are: [CH2:1]([O:8][C:9]([C@@H:11]1[CH2:16][CH2:15][CH:14]=[CH:13][CH2:12]1)=[O:10])[C:2]1[CH:7]=[CH:6][CH:5]=[CH:4][CH:3]=1.[C@@H]1(C(O)=[O:24])CCC=CC1. (6) The reactants are: [F:1][C:2]1[C:8]([F:9])=[C:7]([F:10])[CH:6]=[CH:5][C:3]=1[NH2:4].[C:11]([O:16][CH2:17][CH3:18])(=[O:15])[C:12]([CH3:14])=O.Cl. Given the product [F:1][C:2]1[C:8]([F:9])=[C:7]([F:10])[CH:6]=[CH:5][C:3]=1[NH:4][CH:12]([CH3:14])[C:11]([O:16][CH2:17][CH3:18])=[O:15], predict the reactants needed to synthesize it.